This data is from Reaction yield outcomes from USPTO patents with 853,638 reactions. The task is: Predict the reaction yield, written as a fraction of the theoretical maximum amount of product (1.0 means a 100% yield; for example, 0.34 means a 34% yield). (1) The reactants are [Cl:1][C:2]1[C:14]([Cl:15])=[CH:13][CH:12]=[C:11]2[C:3]=1[C:4]1[CH2:5][CH2:6][CH:7]([F:35])[C:8]([C:31]([F:34])([F:33])[F:32])([O:26][Si](C)(C)C)[C:9]=1[N:10]2S(C1C=CC(C)=CC=1)(=O)=O.[OH-].[K+]. The catalyst is C1COCC1.O. The product is [Cl:1][C:2]1[C:14]([Cl:15])=[CH:13][CH:12]=[C:11]2[C:3]=1[C:4]1[CH2:5][CH2:6][CH:7]([F:35])[C:8]([C:31]([F:33])([F:34])[F:32])([OH:26])[C:9]=1[NH:10]2. The yield is 0.610. (2) The reactants are [NH2:1][C:2]1[C:3]([C:10]([O:12][CH2:13][CH3:14])=[O:11])=[N:4][C:5]([Cl:9])=[N:6][C:7]=1Cl.[NH:15]1[CH:19]=[CH:18][CH:17]=[N:16]1. No catalyst specified. The product is [NH2:1][C:2]1[C:3]([C:10]([O:12][CH2:13][CH3:14])=[O:11])=[N:4][C:5]([Cl:9])=[N:6][C:7]=1[N:15]1[CH:19]=[CH:18][CH:17]=[N:16]1. The yield is 0.280. (3) The reactants are [Br:1][C:2]1[CH:3]=[CH:4][C:5](=[O:8])[NH:6][CH:7]=1.[CH3:9][O:10][C:11](=[O:17])[CH2:12][CH2:13][CH:14](O)[CH3:15].C1(P(C2C=CC=CC=2)C2C=CC=CC=2)C=CC=CC=1.N(C(OC(C)C)=O)=NC(OC(C)C)=O. The catalyst is C1COCC1. The product is [CH3:9][O:10][C:11](=[O:17])[CH2:12][CH2:13][CH:14]([O:8][C:5]1[CH:4]=[CH:3][C:2]([Br:1])=[CH:7][N:6]=1)[CH3:15]. The yield is 0.620.